This data is from Reaction yield outcomes from USPTO patents with 853,638 reactions. The task is: Predict the reaction yield, written as a fraction of the theoretical maximum amount of product (1.0 means a 100% yield; for example, 0.34 means a 34% yield). The reactants are Cl[C:2]1[N:12]=[CH:11][CH:10]=[CH:9][C:3]=1[C:4]([O:6][CH2:7][CH3:8])=[O:5].[CH2:13]([NH2:18])[CH2:14][CH:15]([CH3:17])[CH3:16].C(N(CC)CC)C. The catalyst is C(OCC)(=O)C. The product is [CH2:13]([NH:18][C:2]1[N:12]=[CH:11][CH:10]=[CH:9][C:3]=1[C:4]([O:6][CH2:7][CH3:8])=[O:5])[CH2:14][CH:15]([CH3:17])[CH3:16]. The yield is 0.760.